This data is from Catalyst prediction with 721,799 reactions and 888 catalyst types from USPTO. The task is: Predict which catalyst facilitates the given reaction. (1) Reactant: [Br:1][C:2]1[CH:28]=[N:27][C:5]2[N:6]=[C:7]([N:14]3[CH2:17][CH:16]([N:18](C)[C:19](=O)OC(C)(C)C)[CH2:15]3)[C:8]3[N:9]([CH2:10][C@H:11]([CH3:13])[N:12]=3)[C:4]=2[CH:3]=1.C(O)(C(F)(F)F)=O. The catalyst class is: 2. Product: [Br:1][C:2]1[CH:28]=[N:27][C:5]2[N:6]=[C:7]([N:14]3[CH2:17][CH:16]([NH:18][CH3:19])[CH2:15]3)[C:8]3[N:9]([CH2:10][C@H:11]([CH3:13])[N:12]=3)[C:4]=2[CH:3]=1. (2) Reactant: [O:1]=[CH:2][C:3]1[CH:11]=[CH:10][C:7]([O:8][CH3:9])=[C:5]([OH:6])[CH:4]=1.CCN(CC)CC.[Si:19](Cl)([C:22]([CH3:25])([CH3:24])[CH3:23])([CH3:21])[CH3:20]. Product: [Si:19]([O:6][C:5]1[CH:4]=[C:3]([CH:11]=[CH:10][C:7]=1[O:8][CH3:9])[CH:2]=[O:1])([C:22]([CH3:25])([CH3:24])[CH3:23])([CH3:21])[CH3:20]. The catalyst class is: 2. (3) Reactant: [Cl:1][C:2]1[CH:7]=[C:6]([CH3:8])[C:5]([N+:9]([O-:11])=[O:10])=[CH:4][N:3]=1.[OH2:12].[OH2:13].[Cr](O[Cr]([O-])(=O)=O)([O-])(=O)=O.[Na+].[Na+]. Product: [Cl:1][C:2]1[CH:7]=[C:6]([C:5]([N+:9]([O-:11])=[O:10])=[CH:4][N:3]=1)[C:8]([OH:13])=[O:12]. The catalyst class is: 65. (4) Reactant: [C:1]([C:5]1[CH:10]=[CH:9][C:8]([S:11]([NH:14][C:15]2[CH:19]=[CH:18][S:17][C:16]=2[C:20]([O:22]C)=[O:21])(=[O:13])=[O:12])=[C:7]([O:24][CH3:25])[CH:6]=1)([CH3:4])([CH3:3])[CH3:2].[OH-].[Na+]. Product: [C:1]([C:5]1[CH:10]=[CH:9][C:8]([S:11]([NH:14][C:15]2[CH:19]=[CH:18][S:17][C:16]=2[C:20]([OH:22])=[O:21])(=[O:13])=[O:12])=[C:7]([O:24][CH3:25])[CH:6]=1)([CH3:4])([CH3:2])[CH3:3]. The catalyst class is: 83.